From a dataset of Forward reaction prediction with 1.9M reactions from USPTO patents (1976-2016). Predict the product of the given reaction. (1) Given the reactants [NH2:1][C:2]1[N:10]=[CH:9][N:8]=[C:7]2[C:3]=1[NH:4][C:5](=[O:28])[N:6]2[C:11]1[CH:27]=[CH:26][C:14]2[O:15][CH2:16][CH2:17][N:18]([C:19]([O:21][C:22]([CH3:25])([CH3:24])[CH3:23])=[O:20])[C:13]=2[CH:12]=1.[O:29]([C:36]1[CH:41]=[CH:40][C:39](B(O)O)=[CH:38][CH:37]=1)[C:30]1[CH:35]=[CH:34][CH:33]=[CH:32][CH:31]=1.N1C=CC=CC=1, predict the reaction product. The product is: [NH2:1][C:2]1[N:10]=[CH:9][N:8]=[C:7]2[C:3]=1[N:4]([C:39]1[CH:40]=[CH:41][C:36]([O:29][C:30]3[CH:35]=[CH:34][CH:33]=[CH:32][CH:31]=3)=[CH:37][CH:38]=1)[C:5](=[O:28])[N:6]2[C:11]1[CH:27]=[CH:26][C:14]2[O:15][CH2:16][CH2:17][N:18]([C:19]([O:21][C:22]([CH3:24])([CH3:25])[CH3:23])=[O:20])[C:13]=2[CH:12]=1. (2) Given the reactants [H-].[Na+].[CH2:3]([OH:7])[C:4]#[C:5][CH3:6].F[C:9]1[C:14]([F:15])=[C:13]([N:16]2[CH2:21][CH:20]([CH3:22])[CH2:19][CH:18]([CH3:23])[CH2:17]2)[N:12]=[CH:11][N:10]=1.[Cl-].[NH4+], predict the reaction product. The product is: [CH2:3]([O:7][C:9]1[C:14]([F:15])=[C:13]([N:16]2[CH2:21][CH:20]([CH3:22])[CH2:19][CH:18]([CH3:23])[CH2:17]2)[N:12]=[CH:11][N:10]=1)[C:4]#[C:5][CH3:6]. (3) Given the reactants [Cl:1][C:2]1[CH:7]=[C:6]([Cl:8])[CH:5]=[C:4](I)[C:3]=1[OH:10].[CH3:11][O:12][C:13]1[CH:18]=[CH:17][C:16]([C:19]#[CH:20])=[CH:15][CH:14]=1.O, predict the reaction product. The product is: [Cl:8][C:6]1[CH:7]=[C:2]([Cl:1])[C:3]2[O:10][C:19]([C:16]3[CH:17]=[CH:18][C:13]([O:12][CH3:11])=[CH:14][CH:15]=3)=[CH:20][C:4]=2[CH:5]=1.